Regression. Given a peptide amino acid sequence and an MHC pseudo amino acid sequence, predict their binding affinity value. This is MHC class I binding data. From a dataset of Peptide-MHC class I binding affinity with 185,985 pairs from IEDB/IMGT. (1) The peptide sequence is SYVNVNMGL. The MHC is HLA-A24:02 with pseudo-sequence HLA-A24:02. The binding affinity (normalized) is 0.221. (2) The peptide sequence is MELIDGISL. The MHC is HLA-B44:03 with pseudo-sequence HLA-B44:03. The binding affinity (normalized) is 0.499. (3) The peptide sequence is ILAKFLHWL. The MHC is HLA-A02:01 with pseudo-sequence HLA-A02:01. The binding affinity (normalized) is 0.888. (4) The peptide sequence is EENLLDFVRF. The MHC is HLA-A30:01 with pseudo-sequence HLA-A30:01. The binding affinity (normalized) is 0.213. (5) The peptide sequence is LARFPCNVI. The MHC is HLA-A68:02 with pseudo-sequence HLA-A68:02. The binding affinity (normalized) is 0.0847.